From a dataset of Peptide-MHC class II binding affinity with 134,281 pairs from IEDB. Regression. Given a peptide amino acid sequence and an MHC pseudo amino acid sequence, predict their binding affinity value. This is MHC class II binding data. (1) The peptide sequence is DKWLDAKSTWYGKPT. The MHC is DRB1_0401 with pseudo-sequence DRB1_0401. The binding affinity (normalized) is 0.555. (2) The peptide sequence is SMEYNCPNLSPREEP. The MHC is DRB1_0801 with pseudo-sequence DRB1_0801. The binding affinity (normalized) is 0.